From a dataset of Forward reaction prediction with 1.9M reactions from USPTO patents (1976-2016). Predict the product of the given reaction. (1) Given the reactants C([N:5]1[C:9]([CH3:11])([CH3:10])[C:8](=[O:12])[N:7]([C:13]2[CH:18]=[CH:17][C:16]([N+:19]([O-:21])=[O:20])=[C:15]([C:22]([F:24])([F:25])[F:23])[CH:14]=2)[C:6]1=[O:26])CCC[N:5]1[C:9]([CH3:11])([CH3:10])[C:8](=[O:12])[N:7]([C:13]2[CH:18]=[CH:17][C:16]([N+:19]([O-:21])=[O:20])=[C:15]([C:22]([F:25])([F:24])[F:23])[CH:14]=2)[C:6]1=[O:26].I[CH2:50][CH2:51][CH2:52]I, predict the reaction product. The product is: [CH2:50]([N:5]1[C:9]([CH3:10])([CH3:11])[C:8](=[O:12])[N:7]([C:13]2[CH:18]=[CH:17][C:16]([N+:19]([O-:21])=[O:20])=[C:15]([C:22]([F:25])([F:23])[F:24])[CH:14]=2)[C:6]1=[O:26])[CH2:51][CH2:52][N:5]1[C:9]([CH3:11])([CH3:10])[C:8](=[O:12])[N:7]([C:13]2[CH:18]=[CH:17][C:16]([N+:19]([O-:21])=[O:20])=[C:15]([C:22]([F:24])([F:25])[F:23])[CH:14]=2)[C:6]1=[O:26]. (2) Given the reactants [NH2:1][C:2]1[CH:29]=[CH:28][C:5]([O:6][C:7]2[CH:12]=[CH:11][N:10]=[C:9]([NH:13][C:14]([N:16]3[CH2:21][CH2:20][N:19]([CH2:22][CH2:23][N:24]4[CH2:27][CH2:26][CH2:25]4)[CH2:18][CH2:17]3)=[O:15])[CH:8]=2)=[CH:4][CH:3]=1.[C:30]1([CH2:36][C:37]([N:39]=[C:40]=[O:41])=[O:38])[CH:35]=[CH:34][CH:33]=[CH:32][CH:31]=1, predict the reaction product. The product is: [C:30]1([CH2:36][C:37]([NH:39][C:40](=[O:41])[NH:1][C:2]2[CH:3]=[CH:4][C:5]([O:6][C:7]3[CH:12]=[CH:11][N:10]=[C:9]([NH:13][C:14]([N:16]4[CH2:21][CH2:20][N:19]([CH2:22][CH2:23][N:24]5[CH2:27][CH2:26][CH2:25]5)[CH2:18][CH2:17]4)=[O:15])[CH:8]=3)=[CH:28][CH:29]=2)=[O:38])[CH:35]=[CH:34][CH:33]=[CH:32][CH:31]=1. (3) The product is: [CH2:19]([C:26]1[CH:27]=[C:28]([NH:31][CH:8]=[C:9]2[C:17]3[C:12](=[CH:13][CH:14]=[CH:15][CH:16]=3)[NH:11][C:10]2=[O:18])[NH:29][N:30]=1)[C:20]1[CH:21]=[CH:22][CH:23]=[CH:24][CH:25]=1. Given the reactants NC1C=CNN=1.O/[CH:8]=[C:9]1\[C:10](=[O:18])[NH:11][C:12]2[C:17]\1=[CH:16][CH:15]=[CH:14][CH:13]=2.[CH2:19]([C:26]1[CH:27]=[C:28]([NH2:31])[NH:29][N:30]=1)[C:20]1[CH:25]=[CH:24][CH:23]=[CH:22][CH:21]=1, predict the reaction product. (4) Given the reactants [OH:1][C:2]1[CH:20]=[CH:19][C:5]([C:6]([NH:8][CH2:9][C:10]2[CH:15]=[CH:14][C:13]([N+:16]([O-])=O)=[CH:12][CH:11]=2)=[O:7])=[CH:4][CH:3]=1, predict the reaction product. The product is: [NH2:16][C:13]1[CH:14]=[CH:15][C:10]([CH2:9][NH:8][C:6](=[O:7])[C:5]2[CH:19]=[CH:20][C:2]([OH:1])=[CH:3][CH:4]=2)=[CH:11][CH:12]=1. (5) Given the reactants [C:1]([C:4]1[N:9]=[C:8]([C:10]2[CH:15]=[CH:14][C:13](B(O)O)=[CH:12][CH:11]=2)[C:7]([CH3:19])=[N:6][C:5]=1[CH3:20])(=[O:3])[NH2:2].[CH3:21][C:22]1[CH:23]=[C:24]([CH2:36][C:37]([O:39][CH3:40])=[O:38])[CH:25]=[CH:26][C:27]=1OS(C(F)(F)F)(=O)=O.P([O-])([O-])([O-])=O.[K+].[K+].[K+].[CH3:49]OCCOC, predict the reaction product. The product is: [C:1]([C:4]1[N:9]=[C:8]([C:10]2[CH:15]=[CH:14][C:13]([C:27]3[CH:26]=[CH:25][C:24]([CH2:36][C:37]([O:39][CH2:40][CH3:49])=[O:38])=[CH:23][C:22]=3[CH3:21])=[CH:12][CH:11]=2)[C:7]([CH3:19])=[N:6][C:5]=1[CH3:20])(=[O:3])[NH2:2].